This data is from Reaction yield outcomes from USPTO patents with 853,638 reactions. The task is: Predict the reaction yield, written as a fraction of the theoretical maximum amount of product (1.0 means a 100% yield; for example, 0.34 means a 34% yield). (1) The reactants are [C:1]1(=[O:8])[CH2:6][CH2:5][CH2:4][C:3](=[O:7])[CH2:2]1.[Br:9]Br. The catalyst is CC(O)=O. The product is [Br:9][CH:2]1[C:3](=[O:7])[CH2:4][CH2:5][CH2:6][C:1]1=[O:8]. The yield is 1.00. (2) The reactants are [Br:1][C:2]1[CH:8]=[C:7]([CH:9]([CH3:11])[CH3:10])[C:5](N)=[C:4]([CH:12]([CH3:14])[CH3:13])[CH:3]=1.N([O-])=O.[Na+].[PH2](O)=O. The catalyst is Cl. The product is [Br:1][C:2]1[CH:8]=[C:7]([CH:9]([CH3:10])[CH3:11])[CH:5]=[C:4]([CH:12]([CH3:14])[CH3:13])[CH:3]=1. The yield is 0.620. (3) The reactants are [NH2:1][C:2]1[CH:7]=[CH:6][CH:5]=[C:4]([NH2:8])[N:3]=1.[F:9][C:10]1[CH:18]=[CH:17][CH:16]=[C:15]([F:19])[C:11]=1[C:12](Cl)=[O:13]. The catalyst is O1CCOCC1. The product is [NH2:8][C:4]1[N:3]=[C:2]([NH:1][C:12](=[O:13])[C:11]2[C:10]([F:9])=[CH:18][CH:17]=[CH:16][C:15]=2[F:19])[CH:7]=[CH:6][CH:5]=1. The yield is 0.750. (4) The reactants are [NH2:1][C@@H:2]1[C:10]2[C:5](=[CH:6][CH:7]=[CH:8][CH:9]=2)[CH2:4][CH2:3]1.[Cl:11][C:12]1[N:20]=[C:19]2[C:15]([NH:16][CH:17]=[N:18]2)=[C:14](Cl)[N:13]=1.C(N(CC)C(C)C)(C)C. The catalyst is C(O)C. The product is [Cl:11][C:12]1[N:20]=[C:19]2[C:15]([N:16]=[CH:17][NH:18]2)=[C:14]([NH:1][C@@H:2]2[C:10]3[C:5](=[CH:6][CH:7]=[CH:8][CH:9]=3)[CH2:4][CH2:3]2)[N:13]=1. The yield is 0.800. (5) The reactants are FC1C=CC(OC)=C(C2C(C(O)=O)=CC([N+]([O-])=O)=CC=2)C=1.[CH3:22][O:23][C:24]1[CH:29]=[CH:28][C:27]([O:30][CH3:31])=[CH:26][C:25]=1[C:32]1[C:33]([C:41]([O:43]C)=[O:42])=[CH:34][C:35]([N+:38]([O-:40])=[O:39])=[CH:36][CH:37]=1. No catalyst specified. The product is [CH3:22][O:23][C:24]1[CH:29]=[CH:28][C:27]([O:30][CH3:31])=[CH:26][C:25]=1[C:32]1[C:33]([C:41]([OH:43])=[O:42])=[CH:34][C:35]([N+:38]([O-:40])=[O:39])=[CH:36][CH:37]=1. The yield is 0.990.